Dataset: Peptide-MHC class I binding affinity with 185,985 pairs from IEDB/IMGT. Task: Regression. Given a peptide amino acid sequence and an MHC pseudo amino acid sequence, predict their binding affinity value. This is MHC class I binding data. (1) The peptide sequence is AFDISVNASK. The MHC is HLA-A31:01 with pseudo-sequence HLA-A31:01. The binding affinity (normalized) is 0.315. (2) The peptide sequence is LLPIFFCL. The MHC is H-2-Kb with pseudo-sequence H-2-Kb. The binding affinity (normalized) is 0.219.